Dataset: Full USPTO retrosynthesis dataset with 1.9M reactions from patents (1976-2016). Task: Predict the reactants needed to synthesize the given product. (1) Given the product [Cl:1][C:2]1[CH:7]=[CH:6][CH:5]=[C:4]([Cl:8])[C:3]=1[C:9]1[C:13]([CH2:14][S:15][C:16]2[CH:21]=[CH:20][C:19]([C:29]3[CH:30]=[C:31]4[C:36](=[CH:37][CH:38]=3)[N:35]=[C:34]([C:39]([O:41][CH2:42][CH3:43])=[O:40])[CH:33]=[CH:32]4)=[CH:18][CH:17]=2)=[C:12]([CH:25]([CH3:27])[CH3:26])[O:11][N:10]=1, predict the reactants needed to synthesize it. The reactants are: [Cl:1][C:2]1[CH:7]=[CH:6][CH:5]=[C:4]([Cl:8])[C:3]=1[C:9]1[C:13]([CH2:14][S:15][C:16]2[CH:21]=[CH:20][C:19](B(O)O)=[CH:18][CH:17]=2)=[C:12]([CH:25]([CH3:27])[CH3:26])[O:11][N:10]=1.Br[C:29]1[CH:30]=[C:31]2[C:36](=[CH:37][CH:38]=1)[N:35]=[C:34]([C:39]([O:41][CH2:42][CH3:43])=[O:40])[CH:33]=[CH:32]2.C(=O)([O-])[O-].[Na+].[Na+]. (2) The reactants are: [Br:1][C:2]1[CH:10]=[CH:9][C:8]2[NH:7][C:6]3[CH2:11][CH2:12][N:13]([C:15]([O:17][C:18]([CH3:21])([CH3:20])[CH3:19])=[O:16])[CH2:14][C:5]=3[C:4]=2[CH:3]=1.[OH-].[K+].[O:24]([CH2:31][CH:32]1[CH2:34][O:33]1)[C:25]1[CH:30]=[CH:29][CH:28]=[CH:27][CH:26]=1. Given the product [Br:1][C:2]1[CH:10]=[CH:9][C:8]2[N:7]([CH2:34][CH:32]([OH:33])[CH2:31][O:24][C:25]3[CH:30]=[CH:29][CH:28]=[CH:27][CH:26]=3)[C:6]3[CH2:11][CH2:12][N:13]([C:15]([O:17][C:18]([CH3:21])([CH3:20])[CH3:19])=[O:16])[CH2:14][C:5]=3[C:4]=2[CH:3]=1, predict the reactants needed to synthesize it. (3) Given the product [O:14]1[CH:15]=[CH:16][CH:17]=[C:13]1[C:12]1[N:8]([C:4]2[N:3]=[C:2]([C:22]#[N:23])[CH:7]=[CH:6][CH:5]=2)[N:9]=[C:10]([C:18]([F:21])([F:20])[F:19])[CH:11]=1, predict the reactants needed to synthesize it. The reactants are: Cl[C:2]1[CH:7]=[CH:6][CH:5]=[C:4]([N:8]2[C:12]([C:13]3[O:14][CH:15]=[CH:16][CH:17]=3)=[CH:11][C:10]([C:18]([F:21])([F:20])[F:19])=[N:9]2)[N:3]=1.[CH3:22][N:23](C=O)C. (4) Given the product [Cl:1][C:2]1[CH:3]=[CH:4][C:5]([CH:8]2[CH2:12][N:11]([C:13]([CH:15]3[CH2:20][CH2:19][N:18]([CH2:37][C:38]([CH3:42])([CH3:41])[CH3:39])[CH2:17][CH2:16]3)=[O:14])[CH2:10][CH:9]2[N:21]([CH3:36])[C:22](=[O:35])[C:23]2[CH:28]=[CH:27][C:26]([O:29][CH3:30])=[C:25]([C:31]([F:33])([F:32])[F:34])[CH:24]=2)=[CH:6][CH:7]=1, predict the reactants needed to synthesize it. The reactants are: [Cl:1][C:2]1[CH:7]=[CH:6][C:5]([CH:8]2[CH2:12][N:11]([C:13]([CH:15]3[CH2:20][CH2:19][NH:18][CH2:17][CH2:16]3)=[O:14])[CH2:10][CH:9]2[N:21]([CH3:36])[C:22](=[O:35])[C:23]2[CH:28]=[CH:27][C:26]([O:29][CH3:30])=[C:25]([C:31]([F:34])([F:33])[F:32])[CH:24]=2)=[CH:4][CH:3]=1.[CH3:37][C:38]([CH3:42])([CH3:41])[CH:39]=O. (5) Given the product [O:38]1[C:37]2[CH:41]=[CH:42][C:34]([CH2:33][N:16]([CH2:17][C:18]3[N:22]([CH2:23][CH2:24][CH2:25][CH3:26])[C:21]([C:44](=[O:45])[CH3:43])=[N:20][C:19]=3[C:27]3[CH:32]=[CH:31][CH:30]=[CH:29][CH:28]=3)[CH2:15][C:13]3[CH:12]=[CH:11][C:10]4[O:6][CH2:7][O:8][C:9]=4[CH:14]=3)=[CH:35][C:36]=2[O:40][CH2:39]1, predict the reactants needed to synthesize it. The reactants are: [Li]CCCC.[O:6]1[C:10]2[CH:11]=[CH:12][C:13]([CH2:15][N:16]([CH2:33][C:34]3[CH:42]=[CH:41][C:37]4[O:38][CH2:39][O:40][C:36]=4[CH:35]=3)[CH2:17][C:18]3[N:22]([CH2:23][CH2:24][CH2:25][CH3:26])[CH:21]=[N:20][C:19]=3[C:27]3[CH:32]=[CH:31][CH:30]=[CH:29][CH:28]=3)=[CH:14][C:9]=2[O:8][CH2:7]1.[CH3:43][C:44](OC(C)=O)=[O:45]. (6) Given the product [Cl:13][CH2:9][C:4]1[CH:3]=[C:2]([CH:7]=[C:6]([CH3:8])[CH:5]=1)[NH2:1], predict the reactants needed to synthesize it. The reactants are: [NH2:1][C:2]1[CH:3]=[C:4]([CH2:9]O)[CH:5]=[C:6]([CH3:8])[CH:7]=1.S(Cl)([Cl:13])=O.